The task is: Predict which catalyst facilitates the given reaction.. This data is from Catalyst prediction with 721,799 reactions and 888 catalyst types from USPTO. (1) Reactant: [CH2:1]([O:8][C:9]1[CH:10]=[C:11]([CH:15]=[CH:16][C:17]=1[O:18][CH2:19][C:20]1[CH:25]=[CH:24][CH:23]=[CH:22][CH:21]=1)[C:12]([NH2:14])=[O:13])[C:2]1[CH:7]=[CH:6][CH:5]=[CH:4][CH:3]=1.[Cl:26][CH2:27][C:28](=O)[CH2:29]Cl. Product: [CH2:1]([O:8][C:9]1[CH:10]=[C:11]([C:12]2[O:13][CH:29]=[C:28]([CH2:27][Cl:26])[N:14]=2)[CH:15]=[CH:16][C:17]=1[O:18][CH2:19][C:20]1[CH:25]=[CH:24][CH:23]=[CH:22][CH:21]=1)[C:2]1[CH:3]=[CH:4][CH:5]=[CH:6][CH:7]=1. The catalyst class is: 259. (2) Reactant: [Cl:1][C:2]1[CH:3]=[C:4]2[C:8](=[C:9]([C:12]([OH:14])=O)[C:10]=1[F:11])[NH:7][CH:6]=[CH:5]2.CN(C(ON1N=NC2C=CC=CC1=2)=[N+](C)C)C.[B-](F)(F)(F)F.C(N(CC)C(C)C)(C)C.[C:46]([C:50]1[CH:70]=[CH:69][C:53]([CH2:54][NH:55][CH2:56][CH2:57][C:58]2[CH:63]=[CH:62][C:61]([F:64])=[C:60]([C:65]([F:68])([F:67])[F:66])[CH:59]=2)=[CH:52][CH:51]=1)([CH3:49])([CH3:48])[CH3:47]. Product: [C:46]([C:50]1[CH:70]=[CH:69][C:53]([CH2:54][N:55]([CH2:56][CH2:57][C:58]2[CH:63]=[CH:62][C:61]([F:64])=[C:60]([C:65]([F:67])([F:68])[F:66])[CH:59]=2)[C:12]([C:9]2[C:10]([F:11])=[C:2]([Cl:1])[CH:3]=[C:4]3[C:8]=2[NH:7][CH:6]=[CH:5]3)=[O:14])=[CH:52][CH:51]=1)([CH3:49])([CH3:47])[CH3:48]. The catalyst class is: 18. (3) Reactant: [CH3:1][N:2]1[CH2:8][C:7]2[CH:9]=[C:10]([N+:13]([O-])=O)[CH:11]=[CH:12][C:6]=2[O:5][CH2:4][CH2:3]1.[H][H]. Product: [CH3:1][N:2]1[CH2:8][C:7]2[CH:9]=[C:10]([NH2:13])[CH:11]=[CH:12][C:6]=2[O:5][CH2:4][CH2:3]1. The catalyst class is: 29. (4) Reactant: [CH2:1]([N:8](C)[C:9]1[C:14]([F:15])=[CH:13][N:12]=[C:11](Cl)[N:10]=1)[C:2]1[CH:7]=[CH:6][CH:5]=[CH:4][CH:3]=1.[OH-:18].[K+].Cl.O1CCOC[CH2:22]1.O. Product: [CH2:2]([CH2:1][NH:8][C:9]1[C:14]([F:15])=[CH:13][N:12]=[C:11]([OH:18])[N:10]=1)[C:7]1[CH:6]=[CH:5][CH:4]=[CH:3][CH:22]=1. The catalyst class is: 6. (5) Reactant: [Cl:1][C:2]1[S:6][C:5]([S:7]([NH:10][C@H:11]([CH:16]=[O:17])[C@@H:12]([CH3:15])[CH2:13][CH3:14])(=[O:9])=[O:8])=[CH:4][CH:3]=1.[Si]([C:22]([F:25])([F:24])[F:23])(C)(C)C.CCCC[N+](CCCC)(CCCC)CCCC.[F-]. Product: [Cl:1][C:2]1[S:6][C:5]([S:7]([NH:10][C@H:11]([CH:16]([OH:17])[C:22]([F:25])([F:24])[F:23])[C@@H:12]([CH3:15])[CH2:13][CH3:14])(=[O:9])=[O:8])=[CH:4][CH:3]=1. The catalyst class is: 1.